Task: Regression. Given a peptide amino acid sequence and an MHC pseudo amino acid sequence, predict their binding affinity value. This is MHC class I binding data.. Dataset: Peptide-MHC class I binding affinity with 185,985 pairs from IEDB/IMGT The peptide sequence is RDYVDRFYKTL. The MHC is HLA-A01:01 with pseudo-sequence HLA-A01:01. The binding affinity (normalized) is 0.